From a dataset of Full USPTO retrosynthesis dataset with 1.9M reactions from patents (1976-2016). Predict the reactants needed to synthesize the given product. Given the product [CH2:22]([O:1][C:2]1[C:9]([O:10][C:11]([F:12])([F:13])[F:14])=[CH:8][CH:7]=[CH:6][C:3]=1[CH:4]=[O:5])[CH3:23], predict the reactants needed to synthesize it. The reactants are: [OH:1][C:2]1[C:9]([O:10][C:11]([F:14])([F:13])[F:12])=[CH:8][CH:7]=[CH:6][C:3]=1[CH:4]=[O:5].C([O-])([O-])=O.[K+].[K+].I[CH2:22][CH3:23].